From a dataset of Forward reaction prediction with 1.9M reactions from USPTO patents (1976-2016). Predict the product of the given reaction. (1) Given the reactants Br[C:2]1[CH:3]=[N:4][C:5]2[C:10]([CH:11]=1)=[CH:9][CH:8]=[CH:7][CH:6]=2.[NH2:12][C:13]1[CH:14]=[CH:15][CH:16]=[C:17]2[C:21]=1[C:20](=[O:22])[CH2:19][CH2:18]2.C(=O)([O-])[O-].[K+].[K+], predict the reaction product. The product is: [N:4]1[C:5]2[C:10](=[CH:9][CH:8]=[CH:7][CH:6]=2)[CH:11]=[C:2]([NH:12][C:13]2[CH:14]=[CH:15][CH:16]=[C:17]3[C:21]=2[C:20](=[O:22])[CH2:19][CH2:18]3)[CH:3]=1. (2) Given the reactants S([O-])(O)=O.[Na+].[CH2:6]([O:8][C:9]([C:11]1[NH:12][C:13]([CH3:19])=[C:14]([CH:17]=O)[C:15]=1[CH3:16])=[O:10])[CH3:7].[O:20]([C:27]1[CH:32]=[CH:31][C:30]([NH2:33])=[C:29]([NH2:34])[CH:28]=1)[C:21]1[CH:26]=[CH:25][CH:24]=[CH:23][CH:22]=1.C(=O)([O-])[O-].[Na+].[Na+], predict the reaction product. The product is: [CH2:6]([O:8][C:9]([C:11]1[NH:12][C:13]([CH3:19])=[C:14]([C:17]2[NH:34][C:29]3[CH:28]=[C:27]([O:20][C:21]4[CH:26]=[CH:25][CH:24]=[CH:23][CH:22]=4)[CH:32]=[CH:31][C:30]=3[N:33]=2)[C:15]=1[CH3:16])=[O:10])[CH3:7]. (3) Given the reactants [F:1][C:2]1[CH:3]=[C:4]([CH:7]=[CH:8][C:9]=1F)[CH:5]=[O:6].[F:11][C:12]1[CH:13]=[C:14]([OH:19])[CH:15]=[CH:16][C:17]=1[F:18], predict the reaction product. The product is: [F:11][C:12]1[CH:13]=[C:14]([CH:15]=[CH:16][C:17]=1[F:18])[O:19][C:9]1[CH:8]=[CH:7][C:4]([CH:5]=[O:6])=[CH:3][C:2]=1[F:1]. (4) Given the reactants [CH3:1][C:2]1[CH:11]=[CH:10][C:9]2[O:8][CH2:7][C:6]3[CH:12]=[C:13]([C:15]([OH:17])=O)[S:14][C:5]=3[C:4]=2[CH:3]=1.[CH3:18][NH:19][C:20]1[CH:25]=[CH:24][CH:23]=[CH:22][C:21]=1[Cl:26].C(N(CC)CC)C, predict the reaction product. The product is: [Cl:26][C:21]1[CH:22]=[CH:23][CH:24]=[CH:25][C:20]=1[N:19]([CH3:18])[C:15]([C:13]1[S:14][C:5]2[C:4]3[CH:3]=[C:2]([CH3:1])[CH:11]=[CH:10][C:9]=3[O:8][CH2:7][C:6]=2[CH:12]=1)=[O:17]. (5) Given the reactants IC1C=CC(C2[NH:12][C:11]([C@@H:13]([N:17]3[C:21](=[O:22])[C@@H:20]([CH2:23][CH2:24][C:25](O)=O)[NH:19][C:18]3=[O:28])[CH:14]([CH3:16])[CH3:15])=[N:10]C=2)=CC=1.[F:29][C:30]1[CH:35]=[C:34]([I:36])[CH:33]=[CH:32][C:31]=1[C:37](=O)[CH2:38][CH3:39].C(OC(N[C@H:49]([C:53]1C=CC(OCC(=O)N(C)C)=[CH:55][CH:54]=1)[C:50](O)=O)=O)(C)(C)C.ClN1C(=O)CC[C:68]1=O.C(OC(N[C@H](CC1CC1)C(O)=O)=O)(C)(C)C, predict the reaction product. The product is: [CH:24]1([CH2:23][C@H:20]2[NH:19][C:18](=[O:28])[N:17]([C@H:13]([C:11]3[NH:10][C:37]([C:31]4[CH:32]=[CH:33][C:34]([I:36])=[CH:35][C:30]=4[F:29])=[C:38]([CH3:39])[N:12]=3)[C@H:14]([C:15]3[CH:55]=[CH:54][CH:53]=[CH:49][CH:50]=3)[CH3:16])[C:21]2=[O:22])[CH2:25][CH2:68]1.